Regression/Classification. Given a drug SMILES string, predict its absorption, distribution, metabolism, or excretion properties. Task type varies by dataset: regression for continuous measurements (e.g., permeability, clearance, half-life) or binary classification for categorical outcomes (e.g., BBB penetration, CYP inhibition). Dataset: cyp3a4_veith. From a dataset of CYP3A4 inhibition data for predicting drug metabolism from PubChem BioAssay. (1) The molecule is CC(=O)c1cccc(NC(=O)/C(=C\c2ccco2)NC(=O)c2cccs2)c1. The result is 1 (inhibitor). (2) The compound is O=C(O)Cc1c[nH]c2ccc(O)cc12. The result is 0 (non-inhibitor). (3) The drug is CO[C@H]1COC(=O)[C@H](C)NC(=O)[C@@H](C)COC(=O)C/C=C\[C@@H]1C. The result is 0 (non-inhibitor). (4) The compound is COc1ccc(-c2cc(=O)c3c(O)cc(O)cc3o2)cc1. The result is 1 (inhibitor). (5) The molecule is CN(C)c1ccc(-c2ccc3ncnc(N4CCNCC4)c3c2)cc1. The result is 1 (inhibitor). (6) The molecule is CN1CC[C@]23c4ccccc4N[C@@H]1[C@@]21CCN(C)[C@H]3Nc2ccccc21. The result is 0 (non-inhibitor).